From a dataset of Forward reaction prediction with 1.9M reactions from USPTO patents (1976-2016). Predict the product of the given reaction. (1) Given the reactants [Cl:1][C:2]1[CH:3]=[C:4]([CH:7]=[CH:8][C:9]=1[O:10][CH2:11][CH2:12][CH2:13][O:14][C:15]1[CH:20]=[CH:19][CH:18]=[CH:17][CH:16]=1)[CH:5]=O.[C:21]([NH:24][NH2:25])([NH2:23])=[NH:22].Cl, predict the reaction product. The product is: [ClH:1].[Cl:1][C:2]1[CH:3]=[C:4]([CH:7]=[CH:8][C:9]=1[O:10][CH2:11][CH2:12][CH2:13][O:14][C:15]1[CH:20]=[CH:19][CH:18]=[CH:17][CH:16]=1)[CH:5]=[N:25][NH:24][C:21]([NH2:23])=[NH:22]. (2) The product is: [CH:22]([Si:13]([CH:10]([CH3:12])[CH3:11])([CH:19]([CH3:21])[CH3:20])[N:14]1[CH:18]=[CH:17][C:16](/[CH:3]=[CH:2]/[C:1]([O:5][CH2:6][CH2:7][CH2:8][CH3:9])=[O:4])=[CH:15]1)([CH3:24])[CH3:23]. Given the reactants [C:1]([O:5][CH2:6][CH2:7][CH2:8][CH3:9])(=[O:4])[CH:2]=[CH2:3].[CH:10]([Si:13]([CH:22]([CH3:24])[CH3:23])([CH:19]([CH3:21])[CH3:20])[N:14]1[CH:18]=[CH:17][CH:16]=[CH:15]1)([CH3:12])[CH3:11].C(OOC(C)(C)C)(=O)C1C=CC=CC=1, predict the reaction product. (3) The product is: [OH:1][C:2]1[CH:3]=[CH:4][C:5]([C:8](=[C:19]2[CH2:20][C:21]([CH3:28])([CH3:27])[CH2:22][C:23]([CH3:26])([CH3:25])[CH2:24]2)[C:9]2[CH:18]=[CH:17][C:12]([C:13]([OH:15])=[O:14])=[CH:11][CH:10]=2)=[CH:6][CH:7]=1. Given the reactants [OH:1][C:2]1[CH:7]=[CH:6][C:5]([C:8](=[C:19]2[CH2:24][C:23]([CH3:26])([CH3:25])[CH2:22][C:21]([CH3:28])([CH3:27])[CH2:20]2)[C:9]2[CH:18]=[CH:17][C:12]([C:13]([O:15]C)=[O:14])=[CH:11][CH:10]=2)=[CH:4][CH:3]=1.CCO.[OH-].[Na+], predict the reaction product. (4) Given the reactants [Cl:1][C:2]1[CH:3]=[C:4]([CH:8]2[S:13][CH2:12][CH2:11][CH2:10][S:9]2)[CH:5]=[CH:6][CH:7]=1.[Li]CCCC.[F:19][CH:20]([F:31])[O:21][C:22]1[CH:29]=[CH:28][C:25]([CH:26]=[O:27])=[CH:24][C:23]=1[CH3:30], predict the reaction product. The product is: [Cl:1][C:2]1[CH:3]=[C:4]([C:8]2([CH:26]([C:25]3[CH:28]=[CH:29][C:22]([O:21][CH:20]([F:19])[F:31])=[C:23]([CH3:30])[CH:24]=3)[OH:27])[S:9][CH2:10][CH2:11][CH2:12][S:13]2)[CH:5]=[CH:6][CH:7]=1. (5) The product is: [C:1]([O:5][C:6]([N:8]1[C:22](=[O:23])[CH2:21][C:14](=[O:16])[CH2:13][C:9]21[CH2:10][CH2:11][CH2:12]2)=[O:7])([CH3:2])([CH3:3])[CH3:4]. Given the reactants [C:1]([O:5][C:6]([NH:8][C:9]1([CH2:13][C:14]([OH:16])=O)[CH2:12][CH2:11][CH2:10]1)=[O:7])([CH3:4])([CH3:3])[CH3:2].C(Cl)CCl.[CH3:21][C:22]1(C)OC(=O)CC(=O)[O:23]1.Cl.O, predict the reaction product. (6) Given the reactants [NH2:1][C:2]1[CH:3]=[C:4]2[C:8](=[CH:9][CH:10]=1)[NH:7][CH:6]=[C:5]2[C:11](=[O:19])[C:12]([N:14]([CH2:17][CH3:18])[CH2:15][CH3:16])=[O:13].[C:20]1([S:30](Cl)(=[O:32])=[O:31])[C:29]2[C:24](=[CH:25][CH:26]=[CH:27][CH:28]=2)[CH:23]=[CH:22][CH:21]=1, predict the reaction product. The product is: [CH2:15]([N:14]([CH2:17][CH3:18])[C:12](=[O:13])[C:11]([C:5]1[C:4]2[C:8](=[CH:9][CH:10]=[C:2]([NH:1][S:30]([C:20]3[C:29]4[C:24](=[CH:25][CH:26]=[CH:27][CH:28]=4)[CH:23]=[CH:22][CH:21]=3)(=[O:32])=[O:31])[CH:3]=2)[NH:7][CH:6]=1)=[O:19])[CH3:16]. (7) Given the reactants [Cl:1][C:2]1[CH:3]=[C:4]2[C:9](=[CH:10][CH:11]=1)[N:8]=[C:7]([NH:12][C:13](=[O:17])OCC)[C:6]([O:18][CH3:19])=[N:5]2.[CH3:20][O:21][C:22]1[CH:23]=[C:24]([N:32]2[CH2:37][CH2:36][NH:35][CH2:34][CH2:33]2)[CH:25]=[C:26]([O:30][CH3:31])[C:27]=1[O:28][CH3:29], predict the reaction product. The product is: [Cl:1][C:2]1[CH:3]=[C:4]2[C:9](=[CH:10][CH:11]=1)[N:8]=[C:7]([NH:12][C:13]([N:35]1[CH2:34][CH2:33][N:32]([C:24]3[CH:23]=[C:22]([O:21][CH3:20])[C:27]([O:28][CH3:29])=[C:26]([O:30][CH3:31])[CH:25]=3)[CH2:37][CH2:36]1)=[O:17])[C:6]([O:18][CH3:19])=[N:5]2.